This data is from Full USPTO retrosynthesis dataset with 1.9M reactions from patents (1976-2016). The task is: Predict the reactants needed to synthesize the given product. (1) Given the product [F:33][C:2]1([F:1])[O:6][C:5]2[CH:7]=[CH:8][C:9]([C:11]3([C:14]([NH:16][C@@H:17]4[CH2:22][CH2:21][O:20][C@H:19]([C:23]5[CH:24]=[C:25]([CH:30]=[CH:31][CH:32]=5)[C:26]([O:28][CH3:29])=[O:27])[CH2:18]4)=[O:15])[CH2:13][CH2:12]3)=[CH:10][C:4]=2[O:3]1, predict the reactants needed to synthesize it. The reactants are: [F:1][C:2]1([F:33])[O:6][C:5]2[CH:7]=[CH:8][C:9]([C:11]3([C:14]([NH:16][C@H:17]4[CH2:22][CH2:21][O:20][C@@H:19]([C:23]5[CH:24]=[C:25]([CH:30]=[CH:31][CH:32]=5)[C:26]([O:28][CH3:29])=[O:27])[CH2:18]4)=[O:15])[CH2:13][CH2:12]3)=[CH:10][C:4]=2[O:3]1.CC(O)C. (2) Given the product [Cl:13][C:14]1[CH:19]=[CH:18][C:17]([N:20]2[CH:5]=[CH:4][CH:3]=[N:21]2)=[CH:16][CH:15]=1, predict the reactants needed to synthesize it. The reactants are: CO[CH:3](OC)[CH2:4][CH:5](OC)OC.Cl.[Cl:13][C:14]1[CH:19]=[CH:18][C:17]([NH:20][NH2:21])=[CH:16][CH:15]=1.C(=O)(O)[O-].[Na+]. (3) Given the product [OH:8][C:9]1[CH:14]=[CH:13][C:12]([C:15]([CH3:18])([CH3:16])[CH3:17])=[CH:11][C:10]=1[C:19]([CH3:23])([CH3:22])[CH2:20][OH:21], predict the reactants needed to synthesize it. The reactants are: C([O:8][C:9]1[CH:14]=[CH:13][C:12]([C:15]([CH3:18])([CH3:17])[CH3:16])=[CH:11][C:10]=1[C:19]([CH3:23])([CH3:22])[CH2:20][OH:21])C1C=CC=CC=1. (4) Given the product [NH2:13][C:11](=[O:12])[C@H:10]([NH:9][C:6]1[CH:7]=[CH:8][C:3]([C:1]([NH2:2])=[O:37])=[C:4]([NH:24][C:25]2[S:29][N:28]=[C:27]([CH3:30])[CH:26]=2)[CH:5]=1)[CH2:14][C:15]1[C:23]2[C:18](=[CH:19][CH:20]=[CH:21][CH:22]=2)[NH:17][CH:16]=1, predict the reactants needed to synthesize it. The reactants are: [C:1]([C:3]1[CH:8]=[CH:7][C:6]([NH:9][C@H:10]([CH2:14][C:15]2[C:23]3[C:18](=[CH:19][CH:20]=[CH:21][CH:22]=3)[NH:17][CH:16]=2)[C:11]([NH2:13])=[O:12])=[CH:5][C:4]=1[NH:24][C:25]1[S:29][N:28]=[C:27]([CH3:30])[CH:26]=1)#[N:2].[OH-].[Na+].OO.CC(O)=[O:37]. (5) Given the product [Br-:11].[I:1][C:2]1[CH:7]=[CH:6][C:5]([CH2:8][P+:18]([C:19]2[CH:20]=[CH:21][CH:22]=[CH:23][CH:24]=2)([C:25]2[CH:30]=[CH:29][CH:28]=[CH:27][CH:26]=2)[C:12]2[CH:13]=[CH:14][CH:15]=[CH:16][CH:17]=2)=[C:4]([SH:10])[CH:3]=1, predict the reactants needed to synthesize it. The reactants are: [I:1][C:2]1[CH:7]=[CH:6][C:5]([CH2:8]O)=[C:4]([SH:10])[CH:3]=1.[BrH:11].[C:12]1([P:18]([C:25]2[CH:30]=[CH:29][CH:28]=[CH:27][CH:26]=2)[C:19]2[CH:24]=[CH:23][CH:22]=[CH:21][CH:20]=2)[CH:17]=[CH:16][CH:15]=[CH:14][CH:13]=1.